This data is from Reaction yield outcomes from USPTO patents with 853,638 reactions. The task is: Predict the reaction yield, written as a fraction of the theoretical maximum amount of product (1.0 means a 100% yield; for example, 0.34 means a 34% yield). The reactants are Br[C:2]1[CH:7]=[CH:6][C:5]([NH:8][C:9]([CH:11]2[CH2:13][CH2:12]2)=[O:10])=[C:4]([C:14]#[N:15])[CH:3]=1.[NH2:16][C:17]1C=CC(Br)=C[C:18]=1[C:19]#[N:20].C1([C:29]([Cl:31])=O)CC1. The catalyst is N1C=CC=CC=1. The product is [Cl:31][C:29]1[N:16]=[C:17]([C:2]2[CH:7]=[CH:6][C:5]([NH:8][C:9]([CH:11]3[CH2:13][CH2:12]3)=[O:10])=[C:4]([C:14]#[N:15])[CH:3]=2)[CH:18]=[CH:19][N:20]=1. The yield is 0.880.